Regression. Given two drug SMILES strings and cell line genomic features, predict the synergy score measuring deviation from expected non-interaction effect. From a dataset of NCI-60 drug combinations with 297,098 pairs across 59 cell lines. (1) Drug 1: C1CN(P(=O)(OC1)NCCCl)CCCl. Drug 2: CC1C(C(CC(O1)OC2CC(CC3=C2C(=C4C(=C3O)C(=O)C5=CC=CC=C5C4=O)O)(C(=O)C)O)N)O. Cell line: SK-MEL-5. Synergy scores: CSS=52.1, Synergy_ZIP=-1.75, Synergy_Bliss=-1.89, Synergy_Loewe=-47.2, Synergy_HSA=-0.267. (2) Drug 1: C1=NC(=NC(=O)N1C2C(C(C(O2)CO)O)O)N. Drug 2: CS(=O)(=O)OCCCCOS(=O)(=O)C. Cell line: SK-MEL-28. Synergy scores: CSS=11.4, Synergy_ZIP=-2.02, Synergy_Bliss=1.99, Synergy_Loewe=-0.0741, Synergy_HSA=2.86.